Dataset: Full USPTO retrosynthesis dataset with 1.9M reactions from patents (1976-2016). Task: Predict the reactants needed to synthesize the given product. (1) Given the product [CH:29]1([O:28][C:27](=[O:35])[NH:1][C:2]2[N:7]=[N:6][C:5]([CH2:8][CH2:9][CH2:10][CH2:11][N:12]3[CH:16]=[C:15]([C:17](=[O:18])[NH:19][CH3:20])[N:14]=[N:13]3)=[CH:4][CH:3]=2)[CH2:34][CH2:33][CH2:32][CH2:31][CH2:30]1, predict the reactants needed to synthesize it. The reactants are: [NH2:1][C:2]1[N:7]=[N:6][C:5]([CH2:8][CH2:9][CH2:10][CH2:11][N:12]2[CH:16]=[C:15]([C:17]([NH:19][CH3:20])=[O:18])[N:14]=[N:13]2)=[CH:4][CH:3]=1.N1C=CC=CC=1.[C:27](Cl)(=[O:35])[O:28][CH:29]1[CH2:34][CH2:33][CH2:32][CH2:31][CH2:30]1. (2) Given the product [Cl:1][C:2]1[CH:3]=[C:4]([CH:16]=[C:17]([C:21]#[N:22])[C:18]=1[OH:19])[C:5]([N:7]1[C:11]2[CH:12]=[CH:13][CH:14]=[CH:15][C:10]=2[S:9][CH2:8]1)=[O:6], predict the reactants needed to synthesize it. The reactants are: [Cl:1][C:2]1[CH:3]=[C:4]([CH:16]=[C:17]([C:21]#[N:22])[C:18]=1[O:19]C)[C:5]([N:7]1[C:11]2[CH:12]=[CH:13][CH:14]=[CH:15][C:10]=2[S:9][CH2:8]1)=[O:6].[Cl-].[Li+].Cl. (3) Given the product [OH:3][N:2]=[CH:4][C:6]1([CH2:12][C:13]([O:15][CH2:16][C:17]2[CH:22]=[CH:21][CH:20]=[CH:19][CH:18]=2)=[O:14])[CH2:11][CH2:10][CH2:9][CH2:8][CH2:7]1, predict the reactants needed to synthesize it. The reactants are: Cl.[NH2:2][OH:3].[CH:4]([C:6]1([CH2:12][C:13]([O:15][CH2:16][C:17]2[CH:22]=[CH:21][CH:20]=[CH:19][CH:18]=2)=[O:14])[CH2:11][CH2:10][CH2:9][CH2:8][CH2:7]1)=O.C(=O)([O-])[O-].[Na+].[Na+]. (4) Given the product [O:27]1[CH2:28][CH2:29][CH:24]([NH:23][C:20]([C:17]2[S:16][C:15]([CH2:14][CH2:13][C:3]3[C:4]([C:7]4[CH:12]=[CH:11][CH:10]=[CH:9][N:8]=4)=[N:5][O:6][C:2]=3[CH3:1])=[N:19][CH:18]=2)=[O:22])[CH2:25][CH2:26]1, predict the reactants needed to synthesize it. The reactants are: [CH3:1][C:2]1[O:6][N:5]=[C:4]([C:7]2[CH:12]=[CH:11][CH:10]=[CH:9][N:8]=2)[C:3]=1[CH2:13][CH2:14][C:15]1[S:16][C:17]([C:20]([OH:22])=O)=[CH:18][N:19]=1.[NH2:23][CH:24]1[CH2:29][CH2:28][O:27][CH2:26][CH2:25]1. (5) Given the product [CH3:46][O:45][C:42]1[CH:43]=[CH:44][C:39]([N:31]2[C:32]3=[N:33][C:34]([CH3:38])=[CH:35][C:36]([N:17]4[CH:21]=[CH:20][C:19]([N:22]5[CH2:26][CH2:25][NH:24][C:23]5=[O:27])=[N:18]4)=[C:37]3[CH2:29][CH2:30]2)=[C:40]([CH3:47])[CH:41]=1, predict the reactants needed to synthesize it. The reactants are: CN[C@@H]1CCCC[C@H]1NC.C(=O)([O-])[O-].[K+].[K+].[NH:17]1[CH:21]=[CH:20][C:19]([N:22]2[CH2:26][CH2:25][NH:24][C:23]2=[O:27])=[N:18]1.I[CH:29]1[C:37]2[C:32](=[N:33][C:34]([CH3:38])=[CH:35][CH:36]=2)[N:31]([C:39]2[CH:44]=[CH:43][C:42]([O:45][CH3:46])=[CH:41][C:40]=2[CH3:47])[CH2:30]1.